Dataset: Catalyst prediction with 721,799 reactions and 888 catalyst types from USPTO. Task: Predict which catalyst facilitates the given reaction. (1) Reactant: F[C:2]1[CH:7]=[CH:6][CH:5]=[CH:4][C:3]=1[S:8]([CH2:11][CH:12]1[CH2:17][CH2:16][O:15][CH2:14][CH2:13]1)(=[O:10])=[O:9].Cl.C([S:22][CH2:23][C:24]1[CH:29]=[CH:28][CH:27]=[CH:26][CH:25]=1)(=N)N.[OH-].[Na+].C(OCC)(=O)C. Product: [CH2:23]([S:22][C:2]1[CH:7]=[CH:6][CH:5]=[CH:4][C:3]=1[S:8]([CH2:11][CH:12]1[CH2:17][CH2:16][O:15][CH2:14][CH2:13]1)(=[O:10])=[O:9])[C:24]1[CH:29]=[CH:28][CH:27]=[CH:26][CH:25]=1. The catalyst class is: 16. (2) The catalyst class is: 632. Reactant: [NH:1]1[CH2:6][CH2:5][O:4][CH2:3][CH2:2]1.[Cl:7][C:8]1[CH:9]=[CH:10][C:11]([N+:16]([O-:18])=[O:17])=[C:12]([CH:15]=1)[CH:13]=O.C(O[BH-](OC(=O)C)OC(=O)C)(=O)C.[Na+].CC(O)=O.C([O-])([O-])=O.[Na+].[Na+]. Product: [Cl:7][C:8]1[CH:9]=[CH:10][C:11]([N+:16]([O-:18])=[O:17])=[C:12]([CH:15]=1)[CH2:13][N:1]1[CH2:6][CH2:5][O:4][CH2:3][CH2:2]1. (3) Product: [Br:1][C:17]1[N:12]2[CH:13]=[C:14]([CH3:16])[N:15]=[C:10]([Cl:9])[C:11]2=[N:19][CH:18]=1. The catalyst class is: 2. Reactant: [Br:1]N1C(=O)CCC1=O.[Cl:9][C:10]1[C:11]2[N:12]([CH:17]=[CH:18][N:19]=2)[CH:13]=[C:14]([CH3:16])[N:15]=1. (4) Reactant: Br[C:2]1[C:7]([C:8]([O:10][CH3:11])=[O:9])=[CH:6][C:5]([CH2:12][CH2:13][OH:14])=[CH:4][N:3]=1.[CH2:15]([NH2:17])[CH3:16]. Product: [CH2:15]([NH:17][C:2]1[C:7]([C:8]([O:10][CH3:11])=[O:9])=[CH:6][C:5]([CH2:12][CH2:13][OH:14])=[CH:4][N:3]=1)[CH3:16]. The catalyst class is: 92. (5) Reactant: [C:1]([O:5][C:6](=[O:13])[NH:7][C:8]1([C:11]#[N:12])[CH2:10][CH2:9]1)([CH3:4])([CH3:3])[CH3:2].CC[O-].[Na+].[NH4+:18].[Cl-:19].N. Product: [ClH:19].[C:1]([O:5][C:6](=[O:13])[NH:7][C:8]1([C:11](=[NH:18])[NH2:12])[CH2:10][CH2:9]1)([CH3:4])([CH3:2])[CH3:3]. The catalyst class is: 14. (6) Reactant: [Cl:1][C:2]1[CH:7]=[CH:6][C:5]([CH:8](Cl)[C:9]2[CH:14]=[CH:13][CH:12]=[CH:11][CH:10]=2)=[CH:4][CH:3]=1.[NH:16]1[CH2:21][CH2:20][NH:19][CH2:18][CH2:17]1.C([O-])([O-])=O.[K+].[K+]. Product: [Cl:1][C:2]1[CH:7]=[CH:6][C:5]([CH:8]([C:9]2[CH:14]=[CH:13][CH:12]=[CH:11][CH:10]=2)[N:16]2[CH2:21][CH2:20][NH:19][CH2:18][CH2:17]2)=[CH:4][CH:3]=1. The catalyst class is: 131. (7) Reactant: [N:1]1([C:7](=[S:11])[CH2:8][C:9]#[N:10])[CH2:6][CH2:5][O:4][CH2:3][CH2:2]1.[Cl:12][C:13]1[CH:21]=[C:20]([Cl:22])[CH:19]=[CH:18][C:14]=1[C:15](Cl)=O.CCN(C(C)C)C(C)C.I[CH2:33][C:34]([O:36][CH2:37][CH3:38])=[O:35]. Product: [C:9]([C:8]1[C:15]([C:14]2[CH:18]=[CH:19][C:20]([Cl:22])=[CH:21][C:13]=2[Cl:12])=[C:33]([C:34]([O:36][CH2:37][CH3:38])=[O:35])[S:11][C:7]=1[N:1]1[CH2:6][CH2:5][O:4][CH2:3][CH2:2]1)#[N:10]. The catalyst class is: 10. (8) Reactant: [O:1]=[C:2]1[CH2:11][CH2:10][C:9]2[C:4](=[CH:5][C:6]3[CH2:16][CH2:15][N:14]([C:17]([O:19][C:20]([CH3:23])([CH3:22])[CH3:21])=[O:18])[CH2:13][CH2:12][C:7]=3[CH:8]=2)[NH:3]1.CC(C)([O-])C.[K+].[CH2:30](Br)[C:31]1[CH:36]=[CH:35][CH:34]=[CH:33][CH:32]=1.O. Product: [CH2:30]([N:3]1[C:4]2[C:9](=[CH:8][C:7]3[CH2:12][CH2:13][N:14]([C:17]([O:19][C:20]([CH3:23])([CH3:22])[CH3:21])=[O:18])[CH2:15][CH2:16][C:6]=3[CH:5]=2)[CH2:10][CH2:11][C:2]1=[O:1])[C:31]1[CH:36]=[CH:35][CH:34]=[CH:33][CH:32]=1. The catalyst class is: 39. (9) Reactant: [CH3:1][C:2]1[CH:11]=[CH:10][C:5]([C:6]([O:8]C)=[O:7])=[CH:4][C:3]=1[C:12]1[CH:13]=[C:14]2[C:19](=[CH:20][CH:21]=1)[C:18]([CH:22]([CH3:27])[C:23]([F:26])([F:25])[F:24])=[N:17][N:16]=[CH:15]2. Product: [CH3:1][C:2]1[CH:11]=[CH:10][C:5]([C:6]([OH:8])=[O:7])=[CH:4][C:3]=1[C:12]1[CH:13]=[C:14]2[C:19](=[CH:20][CH:21]=1)[C:18]([CH:22]([CH3:27])[C:23]([F:26])([F:24])[F:25])=[N:17][N:16]=[CH:15]2. The catalyst class is: 36.